Predict the product of the given reaction. From a dataset of Forward reaction prediction with 1.9M reactions from USPTO patents (1976-2016). (1) The product is: [N:12]1[CH:17]=[CH:16][CH:15]=[CH:14][C:13]=1[NH:18][C:19]1[S:20][C:2]2[CH2:10][CH2:9][C:8]3[NH:7][N:6]=[CH:5][C:4]=3[C:3]=2[N:21]=1. Given the reactants Br[CH:2]1[CH2:10][CH2:9][C:8]2[NH:7][N:6]=[CH:5][C:4]=2[C:3]1=O.[N:12]1[CH:17]=[CH:16][CH:15]=[CH:14][C:13]=1[NH:18][C:19]([NH2:21])=[S:20].CCOC(C)=O.CO, predict the reaction product. (2) Given the reactants [NH:1]1[CH2:6][CH2:5][O:4][CH2:3][CH2:2]1.C(N(CC)CC)C.[N+:14]([C:17]1[S:21][C:20]([S:22](Cl)(=[O:24])=[O:23])=[CH:19][CH:18]=1)([O-:16])=[O:15], predict the reaction product. The product is: [O:4]1[CH2:5][CH2:6][N:1]([S:22]([C:20]2[S:21][C:17]([N+:14]([O-:16])=[O:15])=[CH:18][CH:19]=2)(=[O:24])=[O:23])[CH2:2][CH2:3]1.